This data is from Forward reaction prediction with 1.9M reactions from USPTO patents (1976-2016). The task is: Predict the product of the given reaction. (1) The product is: [Cl:1][C:2]1[C:10]2[CH:9]=[CH:8][CH:7]=[CH:6][C:5]=2[N:4]2[CH:11]([CH:28]3[CH2:30][CH2:29]3)[O:12][C:13]3[CH:18]=[CH:17][C:16]([C:32]4[C:33]([N:52]([CH3:57])[S:53]([CH3:56])(=[O:55])=[O:54])=[CH:34][C:35]5[O:39][C:38]([C:40]6[CH:45]=[CH:44][C:43]([F:46])=[CH:42][CH:41]=6)=[C:37]([C:47]([NH:49][CH3:50])=[O:48])[C:36]=5[CH:51]=4)=[CH:15][C:14]=3[C:3]=12. Given the reactants [Cl:1][C:2]1[C:10]2[CH:9]=[CH:8][CH:7]=[CH:6][C:5]=2[N:4]2[CH:11]([CH:28]3[CH2:30][CH2:29]3)[O:12][C:13]3[CH:18]=[CH:17][C:16](B4OC(C)(C)C(C)(C)O4)=[CH:15][C:14]=3[C:3]=12.Br[C:32]1[C:33]([N:52]([CH3:57])[S:53]([CH3:56])(=[O:55])=[O:54])=[CH:34][C:35]2[O:39][C:38]([C:40]3[CH:45]=[CH:44][C:43]([F:46])=[CH:42][CH:41]=3)=[C:37]([C:47]([NH:49][CH3:50])=[O:48])[C:36]=2[CH:51]=1, predict the reaction product. (2) Given the reactants Br[CH2:2][CH2:3][O:4][CH2:5][CH2:6][N:7]1[C:11]2[CH:12]=[CH:13][CH:14]=[CH:15][C:10]=2[N:9]([C:16]2[CH:21]=[CH:20][C:19]([F:22])=[CH:18][C:17]=2[F:23])[S:8]1(=[O:25])=[O:24].[NH3:26], predict the reaction product. The product is: [F:23][C:17]1[CH:18]=[C:19]([F:22])[CH:20]=[CH:21][C:16]=1[N:9]1[C:10]2[CH:15]=[CH:14][CH:13]=[CH:12][C:11]=2[N:7]([CH2:6][CH2:5][O:4][CH2:3][CH2:2][NH2:26])[S:8]1(=[O:25])=[O:24]. (3) Given the reactants C(O[C:6]([N:8]1[CH2:12][C:11](=[N:13][O:14][CH3:15])[CH2:10][C@H:9]1[C:16](O)=O)=[O:7])(C)(C)C.[C:19]1([CH:25]([C:29]2[CH:34]=[CH:33][CH:32]=[CH:31][CH:30]=2)C(Cl)=O)[CH:24]=[CH:23][CH:22]=[CH:21][CH:20]=1.[C:35]1([NH2:42])[C:36]([NH2:41])=[CH:37][CH:38]=[CH:39][CH:40]=1, predict the reaction product. The product is: [CH3:15][O:14][N:13]=[C:11]1[CH2:10][C@@H:9]([C:16]2[NH:42][C:35]3[CH:40]=[CH:39][CH:38]=[CH:37][C:36]=3[N:41]=2)[N:8]([C:6](=[O:7])[CH:25]([C:19]2[CH:20]=[CH:21][CH:22]=[CH:23][CH:24]=2)[C:29]2[CH:30]=[CH:31][CH:32]=[CH:33][CH:34]=2)[CH2:12]1. (4) Given the reactants [C:1]([O:4][CH2:5][CH2:6]Br)(=[O:3])[CH3:2].[NH2:8][C:9]1[N:13]([CH2:14][CH2:15][O:16][Si:17]([C:20]([CH3:23])([CH3:22])[CH3:21])([CH3:19])[CH3:18])[N:12]=[C:11]([OH:24])[C:10]=1[C:25]1[CH:30]=[CH:29][C:28]([CH3:31])=[CH:27][CH:26]=1.C(=O)([O-])[O-].[Cs+].[Cs+], predict the reaction product. The product is: [C:1]([O:4][CH2:5][CH2:6][O:24][C:11]1[C:10]([C:25]2[CH:26]=[CH:27][C:28]([CH3:31])=[CH:29][CH:30]=2)=[C:9]([NH2:8])[N:13]([CH2:14][CH2:15][O:16][Si:17]([C:20]([CH3:23])([CH3:22])[CH3:21])([CH3:19])[CH3:18])[N:12]=1)(=[O:3])[CH3:2]. (5) Given the reactants [NH:1](C(OC(C)(C)C)=O)[C@H:2]([C:15]([OH:17])=[O:16])[CH2:3][CH2:4][CH2:5][CH2:6][NH:7]C(OC(C)(C)C)=O.CCN=C=NCCCN(C)C, predict the reaction product. The product is: [NH2:1][C@H:2]([C:15]([OH:17])=[O:16])[CH2:3][CH2:4][CH2:5][CH2:6][NH2:7]. (6) Given the reactants Br[C:2]1[CH:3]=[CH:4][C:5]([N+:8]([O-:10])=[O:9])=[N:6][CH:7]=1.[O:11]=[C:12]1[NH:17][CH2:16][C@@H:15]2[CH2:18][N:19]([C:21]([O:23][C:24]([CH3:27])([CH3:26])[CH3:25])=[O:22])[CH2:20][C@@H:14]2[CH2:13]1, predict the reaction product. The product is: [N+:8]([C:5]1[N:6]=[CH:7][C:2]([N:17]2[C:12](=[O:11])[CH2:13][C@H:14]3[CH2:20][N:19]([C:21]([O:23][C:24]([CH3:27])([CH3:26])[CH3:25])=[O:22])[CH2:18][C@H:15]3[CH2:16]2)=[CH:3][CH:4]=1)([O-:10])=[O:9]. (7) Given the reactants Cl[C:2]1[CH:11]=[CH:10][N:9]=[C:8]2[C:3]=1[CH:4]=[CH:5][C:6]([C:12]1[CH:13]=[N:14][CH:15]=[CH:16][CH:17]=1)=[N:7]2.[F:18][C:19]1[CH:24]=[CH:23][C:22](B2OC(C)(C)C(C)(C)O2)=[CH:21][C:20]=1[C:34]1[C:35]([C:40]#[N:41])=[CH:36][CH:37]=[CH:38][CH:39]=1, predict the reaction product. The product is: [F:18][C:19]1[CH:24]=[CH:23][C:22]([C:2]2[C:3]3[C:8](=[N:7][C:6]([C:12]4[CH:13]=[N:14][CH:15]=[CH:16][CH:17]=4)=[CH:5][CH:4]=3)[N:9]=[CH:10][CH:11]=2)=[CH:21][C:20]=1[C:34]1[C:35]([C:40]#[N:41])=[CH:36][CH:37]=[CH:38][CH:39]=1. (8) The product is: [CH3:51][C@H:47]1[CH2:46][N:45]([CH3:44])[CH2:50][CH2:49][N:48]1[CH2:2][C:3]([NH:5][C:6]1[CH:7]=[C:8]([CH:25]=[CH:26][C:27]=1[O:28][C:29]([F:32])([F:31])[F:30])[C:9]([NH:11][C:12]1[CH:13]=[N:14][C:15]([C:18]2[CH:23]=[CH:22][CH:21]=[CH:20][C:19]=2[F:24])=[CH:16][CH:17]=1)=[O:10])=[O:4]. Given the reactants Cl[CH2:2][C:3]([NH:5][C:6]1[CH:7]=[C:8]([CH:25]=[CH:26][C:27]=1[O:28][C:29]([F:32])([F:31])[F:30])[C:9]([NH:11][C:12]1[CH:13]=[N:14][C:15]([C:18]2[CH:23]=[CH:22][CH:21]=[CH:20][C:19]=2[F:24])=[CH:16][CH:17]=1)=[O:10])=[O:4].[I-].[K+].C(N(C(C)C)C(C)C)C.[CH3:44][N:45]1[CH2:50][CH2:49][NH:48][C@@H:47]([CH3:51])[CH2:46]1, predict the reaction product. (9) Given the reactants N#N.[N+:3]([C:6]1[CH:15]=[CH:14][C:9]([O:10][CH2:11][CH2:12][OH:13])=[CH:8][CH:7]=1)([O-:5])=[O:4].CCN(C(C)C)C(C)C.[CH3:25][O:26][CH2:27][CH2:28][O:29][CH2:30]Cl.C([O-])(O)=O.[Na+], predict the reaction product. The product is: [CH3:25][O:26][CH2:27][CH2:28][O:29][CH2:30][O:13][CH2:12][CH2:11][O:10][C:9]1[CH:14]=[CH:15][C:6]([N+:3]([O-:5])=[O:4])=[CH:7][CH:8]=1. (10) Given the reactants Br[C:2]1[C:10]2[C:9]([Cl:11])=[N:8][C:7]([Cl:12])=[N:6][C:5]=2[NH:4][CH:3]=1.[Li][CH2:14]CCC.CI, predict the reaction product. The product is: [Cl:12][C:7]1[N:8]=[C:9]([Cl:11])[C:10]2[C:2]([CH3:14])=[CH:3][NH:4][C:5]=2[N:6]=1.